Dataset: Forward reaction prediction with 1.9M reactions from USPTO patents (1976-2016). Task: Predict the product of the given reaction. Given the reactants CCN(CCCC(N[C:12]1[CH:13]=[CH:14][N:15]=[C:16]2[CH:21]=[C:20]([Cl:22])[CH:19]=[CH:18][C:17]=12)C)CC.N1C2C(=CC=CC=2)C=CC=1.CC(C)([O-])C.[K+].C(O)(C)(C)C.[CH2:44]([N:46]([CH2:50][CH3:51])[CH2:47][CH2:48][SH:49])[CH3:45].ClC1C2C(=CC(Cl)=CC=2)N=CC=1, predict the reaction product. The product is: [Cl:22][C:20]1[CH:21]=[C:16]2[C:17]([C:12]([S:49][CH2:48][CH2:47][N:46]([CH2:50][CH3:51])[CH2:44][CH3:45])=[CH:13][CH:14]=[N:15]2)=[CH:18][CH:19]=1.